Dataset: Full USPTO retrosynthesis dataset with 1.9M reactions from patents (1976-2016). Task: Predict the reactants needed to synthesize the given product. (1) Given the product [Cl:1][C:2]1[C:11]2[N:10]([CH3:12])[O:9][C@H:8]3[NH:13][C@H:14]([C:16]([O:18][C@@H:19]4[C@:28]5([OH:29])[C@@H:23]([C@@H:24]([CH:31]([CH3:34])[CH2:32][O:33][C:41](=[O:43])[CH3:42])[CH2:25][CH2:26][C@H:27]5[CH3:30])[CH:22]=[C:21]([CH3:35])[C@H:20]4[O:36][C:37](=[O:39])[CH3:38])=[O:17])[CH2:15][C@@:7]3([OH:40])[C:6]=2[CH:5]=[CH:4][CH:3]=1, predict the reactants needed to synthesize it. The reactants are: [Cl:1][C:2]1[C:11]2[N:10]([CH3:12])[O:9][C@H:8]3[NH:13][C@H:14]([C:16]([O:18][C@@H:19]4[C@:28]5([OH:29])[C@@H:23]([C@H:24]([CH:31]([CH3:34])[CH2:32][OH:33])[CH2:25][CH2:26][C@H:27]5[CH3:30])[CH:22]=[C:21]([CH3:35])[C@H:20]4[O:36][C:37](=[O:39])[CH3:38])=[O:17])[CH2:15][C@@:7]3([OH:40])[C:6]=2[CH:5]=[CH:4][CH:3]=1.[C:41](OC(=O)C)(=[O:43])[CH3:42]. (2) Given the product [CH3:1][O:2][C:3]1[CH:4]=[C:5]2[C:9](=[CH:10][CH:11]=1)[N:8]([C:20]1[CH:25]=[C:24]([CH3:26])[N:23]=[C:22]([C:27]3[CH:28]=[CH:29][CH:30]=[CH:31][CH:32]=3)[N:21]=1)[CH:7]([CH3:12])[CH:6]2[CH2:13][C:14]([O:16][CH2:17][CH3:18])=[O:15], predict the reactants needed to synthesize it. The reactants are: [CH3:1][O:2][C:3]1[CH:4]=[C:5]2[C:9](=[CH:10][CH:11]=1)[NH:8][CH:7]([CH3:12])[CH:6]2[CH2:13][C:14]([O:16][CH2:17][CH3:18])=[O:15].Cl[C:20]1[CH:25]=[C:24]([CH3:26])[N:23]=[C:22]([C:27]2[CH:32]=[CH:31][CH:30]=[CH:29][CH:28]=2)[N:21]=1.Cl. (3) Given the product [ClH:1].[F:17][C:16]1[C:11]([C@@H:9]([NH:8][C:6]2[N:5]=[C:4]([NH:19][C:20]3[N:21]=[CH:22][N:23]([CH2:25][CH3:26])[CH:24]=3)[N:3]=[C:2]([N:27]3[CH2:32][CH2:31][O:30][CH2:29][CH2:28]3)[N:7]=2)[CH3:10])=[N:12][CH:13]=[C:14]([F:18])[CH:15]=1, predict the reactants needed to synthesize it. The reactants are: [Cl:1][C:2]1[N:7]=[C:6]([NH:8][C@H:9]([C:11]2[C:16]([F:17])=[CH:15][C:14]([F:18])=[CH:13][N:12]=2)[CH3:10])[N:5]=[C:4]([NH:19][C:20]2[N:21]=[CH:22][N:23]([CH2:25][CH3:26])[CH:24]=2)[N:3]=1.[NH:27]1[CH2:32][CH2:31][O:30][CH2:29][CH2:28]1. (4) Given the product [C:1]1([NH:7][C:8]2[N:13]=[N:12][C:11]([NH:14][C:15]([C:17]3[CH:18]=[CH:19][C:20]([O:21][C@@H:22]4[CH2:23][CH2:24][C@H:25]([C:28]([OH:30])=[O:29])[CH2:26][CH2:27]4)=[CH:32][CH:33]=3)=[O:16])=[CH:10][CH:9]=2)[CH:6]=[CH:5][CH:4]=[CH:3][CH:2]=1, predict the reactants needed to synthesize it. The reactants are: [C:1]1([NH:7][C:8]2[N:13]=[N:12][C:11]([NH:14][C:15]([C:17]3[CH:33]=[CH:32][C:20]([O:21][C@@H:22]4[CH2:27][CH2:26][C@H:25]([C:28]([O:30]C)=[O:29])[CH2:24][CH2:23]4)=[CH:19][CH:18]=3)=[O:16])=[CH:10][CH:9]=2)[CH:6]=[CH:5][CH:4]=[CH:3][CH:2]=1.O.[OH-].[Li+].S(=O)(O)O. (5) Given the product [Cl:9][C:6]1[N:5]=[C:4]([CH3:10])[N:3]=[C:2]([NH:25][CH2:24][C:19]2[CH:20]=[CH:21][CH:22]=[CH:23][N:18]=2)[C:7]=1[F:8], predict the reactants needed to synthesize it. The reactants are: Cl[C:2]1[C:7]([F:8])=[C:6]([Cl:9])[N:5]=[C:4]([CH3:10])[N:3]=1.C(N(CC)CC)C.[N:18]1[CH:23]=[CH:22][CH:21]=[CH:20][C:19]=1[CH2:24][NH2:25]. (6) Given the product [Cl:22][CH2:3][C:4]1[C:13]([C:14]([O:16][CH3:17])=[O:15])=[C:12]2[C:7]([C@H:8]3[CH2:18][C@H:9]3[CH2:10][O:11]2)=[CH:6][CH:5]=1, predict the reactants needed to synthesize it. The reactants are: CO[CH2:3][C:4]1[C:13]([C:14]([O:16][CH3:17])=[O:15])=[C:12]2[C:7]([C@H:8]3[CH2:18][C@H:9]3[CH2:10][O:11]2)=[CH:6][CH:5]=1.C([Cl:22])(=O)C. (7) Given the product [OH:1][C:2]1[CH:9]=[CH:8][C:7]([CH3:10])=[CH:6][C:3]=1/[CH:4]=[C:23]1/[C:21](=[O:22])[N:20]=[C:18]([N:11]2[CH2:16][CH2:15][CH2:14][CH2:13][CH2:12]2)[S:17]/1, predict the reactants needed to synthesize it. The reactants are: [OH:1][C:2]1[CH:9]=[CH:8][C:7]([CH3:10])=[CH:6][C:3]=1[CH:4]=O.[NH:11]1[CH2:16][CH2:15][CH2:14][CH2:13][CH2:12]1.[S:17]1[CH2:23][C:21](=[O:22])[NH:20][C:18]1=S.